Dataset: Reaction yield outcomes from USPTO patents with 853,638 reactions. Task: Predict the reaction yield, written as a fraction of the theoretical maximum amount of product (1.0 means a 100% yield; for example, 0.34 means a 34% yield). (1) The reactants are [CH3:1][O:2][C:3]1[CH:4]=[C:5]2[C:10](=[CH:11][C:12]=1[O:13][CH3:14])[N:9]=[CH:8][N:7]=[C:6]2[O:15][C:16]1[CH:17]=[C:18]([CH:20]=[CH:21][CH:22]=1)[NH2:19].[C:23]([C:27]1[CH:31]=[C:30]([NH:32][C:33](=O)[O:34]C2C=CC=CC=2)[N:29]([C:42]2[CH:47]=[CH:46][C:45]([CH3:48])=[CH:44][C:43]=2[CH3:49])[N:28]=1)([CH3:26])([CH3:25])[CH3:24]. No catalyst specified. The product is [C:23]([C:27]1[CH:31]=[C:30]([NH:32][C:33]([NH:19][C:18]2[CH:20]=[CH:21][CH:22]=[C:16]([O:15][C:6]3[C:5]4[C:10](=[CH:11][C:12]([O:13][CH3:14])=[C:3]([O:2][CH3:1])[CH:4]=4)[N:9]=[CH:8][N:7]=3)[CH:17]=2)=[O:34])[N:29]([C:42]2[CH:47]=[CH:46][C:45]([CH3:48])=[CH:44][C:43]=2[CH3:49])[N:28]=1)([CH3:26])([CH3:25])[CH3:24]. The yield is 0.830. (2) The yield is 0.790. The reactants are S(O[C@@H:6]1[C@@H:10]([CH2:11][O:12]S(C)(=O)=O)[O:9][C@@H:8]([N:17]2[CH:25]=[C:23]([CH3:24])[C:21](=[O:22])[NH:20][C:18]2=[O:19])[CH2:7]1)(C)(=O)=O.[OH-].[Na+].O.CC(C)([O-])C.[K+]. The product is [CH3:24][C:23]1[C:21](=[O:22])[NH:20][C:18](=[O:19])[N:17]([C@@H:8]2[O:9][C@H:10]([CH2:11][OH:12])[CH:6]=[CH:7]2)[CH:25]=1. The catalyst is CS(C)=O. (3) The reactants are FC(F)(F)C(O)=O.[Si]([O:15][CH2:16][CH2:17][N:18]1[C:24]2[N:25]=[CH:26][CH:27]=[CH:28][C:23]=2[C:22]2[CH:29]=[CH:30][CH:31]=[CH:32][C:21]=2[C:20](=[N:33]O)[C:19]1=[O:35])(C(C)(C)C)(C)C. The catalyst is ClCCl.CO.[Zn]. The product is [NH2:33][C@H:20]1[C:21]2[CH:32]=[CH:31][CH:30]=[CH:29][C:22]=2[C:23]2[CH:28]=[CH:27][CH:26]=[N:25][C:24]=2[N:18]([CH2:17][CH2:16][OH:15])[C:19]1=[O:35]. The yield is 0.710. (4) The reactants are [Br:1][C:2]1[CH:11]=[C:10]2[C:5]([C:6](=[O:17])[C:7]([C:12]([O:14][CH2:15][CH3:16])=[O:13])=[CH:8][NH:9]2)=[CH:4][CH:3]=1.C(=O)([O-])[O-].[K+].[K+].Cl[CH2:25][C:26]1[N:30]=[C:29]([CH3:31])[O:28][N:27]=1. The catalyst is CN(C)C=O. The product is [Br:1][C:2]1[CH:11]=[C:10]2[C:5]([C:6](=[O:17])[C:7]([C:12]([O:14][CH2:15][CH3:16])=[O:13])=[CH:8][N:9]2[CH2:25][C:26]2[N:30]=[C:29]([CH3:31])[O:28][N:27]=2)=[CH:4][CH:3]=1. The yield is 0.891. (5) The reactants are [NH:1]1[CH2:9][CH2:8][CH:4]([C:5]([NH2:7])=[O:6])[CH2:3][CH2:2]1.[CH2:10]=O. The catalyst is O.[Pd]. The product is [CH3:10][N:1]1[CH2:9][CH2:8][CH:4]([C:5]([NH2:7])=[O:6])[CH2:3][CH2:2]1. The yield is 0.640. (6) The product is [Cl:11][C:12]1[CH:17]=[C:16]([C:2]2[CH:7]=[C:6]([O:8][CH3:9])[CH:5]=[C:4]([F:10])[CH:3]=2)[CH:15]=[CH:14][CH:13]=1. The catalyst is C1C=CC([P]([Pd]([P](C2C=CC=CC=2)(C2C=CC=CC=2)C2C=CC=CC=2)([P](C2C=CC=CC=2)(C2C=CC=CC=2)C2C=CC=CC=2)[P](C2C=CC=CC=2)(C2C=CC=CC=2)C2C=CC=CC=2)(C2C=CC=CC=2)C2C=CC=CC=2)=CC=1. The yield is 1.02. The reactants are Br[C:2]1[CH:7]=[C:6]([O:8][CH3:9])[CH:5]=[C:4]([F:10])[CH:3]=1.[Cl:11][C:12]1[CH:13]=[C:14](B(O)O)[CH:15]=[CH:16][CH:17]=1.C(=O)([O-])[O-].[K+].[K+].